This data is from Full USPTO retrosynthesis dataset with 1.9M reactions from patents (1976-2016). The task is: Predict the reactants needed to synthesize the given product. (1) Given the product [Cl:1][C:2]1[CH:3]=[C:4]([CH2:10][CH2:11][C:12]2([CH:20]3[CH2:24][CH2:23][CH2:22][CH2:21]3)[O:17][C:16](=[O:18])[CH:15]=[C:14]([O:19][CH3:25])[CH2:13]2)[CH:5]=[CH:6][C:7]=1[O:8][CH3:9], predict the reactants needed to synthesize it. The reactants are: [Cl:1][C:2]1[CH:3]=[C:4]([CH2:10][CH2:11][C:12]2([CH:20]3[CH2:24][CH2:23][CH2:22][CH2:21]3)[O:17][C:16](=[O:18])[CH2:15][C:14](=[O:19])[CH2:13]2)[CH:5]=[CH:6][C:7]=1[O:8][CH3:9].[CH2:25]1CCN2C(=NCCC2)CC1.IC. (2) The reactants are: C(O)(C(F)(F)F)=O.[CH2:8]([O:50][CH:51]1[C@H:55]2[C@H:56](OC3CCCCO3)[N:57](C(OC(C)(C)C)=O)[C:58]3[CH:65]=[CH:64][C:63]([O:66][CH3:67])=[CH:62][C:59]=3[C:60](=[O:61])[N:54]2[CH2:53][C:52]1=[CH2:82])[CH2:9][CH2:10][CH2:11][CH2:12][CH2:13][CH2:14][CH2:15][CH2:16][O:17][CH:18]1[C@H:22]2[C@H:23](OC3CCCCO3)[N:24](C(OC(C)(C)C)=O)[C:25]3[CH:32]=[CH:31][C:30]([O:33][CH3:34])=[CH:29][C:26]=3[C:27](=[O:28])[N:21]2[CH2:20][C:19]1=[CH2:49].C([O-])(O)=O.[Na+]. Given the product [CH2:16]([O:17][CH:18]1[C@@H:22]2[CH:23]=[N:24][C:25]3[CH:32]=[CH:31][C:30]([O:33][CH3:34])=[CH:29][C:26]=3[C:27](=[O:28])[N:21]2[CH2:20][C:19]1=[CH2:49])[CH2:15][CH2:14][CH2:13][CH2:12][CH2:11][CH2:10][CH2:9][CH2:8][O:50][CH:51]1[C@@H:55]2[CH:56]=[N:57][C:58]3[CH:65]=[CH:64][C:63]([O:66][CH3:67])=[CH:62][C:59]=3[C:60](=[O:61])[N:54]2[CH2:53][C:52]1=[CH2:82], predict the reactants needed to synthesize it. (3) Given the product [C:20]([O:19][C:17]([NH:16][C@@H:12]([CH:13]([CH3:15])[CH3:14])[C:11]([N:9]1[CH2:8][CH2:7][N:6]([C:25](=[O:33])[C:26]2[CH:27]=[CH:28][C:29]([Cl:32])=[CH:30][CH:31]=2)[C@@H:5]([C:3]([OH:4])=[O:2])[CH2:10]1)=[O:24])=[O:18])([CH3:23])([CH3:22])[CH3:21], predict the reactants needed to synthesize it. The reactants are: C[O:2][C:3]([C@H:5]1[CH2:10][N:9]([C:11](=[O:24])[C@@H:12]([NH:16][C:17]([O:19][C:20]([CH3:23])([CH3:22])[CH3:21])=[O:18])[CH:13]([CH3:15])[CH3:14])[CH2:8][CH2:7][N:6]1[C:25](=[O:33])[C:26]1[CH:31]=[CH:30][C:29]([Cl:32])=[CH:28][CH:27]=1)=[O:4].[Li+].[OH-].O.Cl.